This data is from Full USPTO retrosynthesis dataset with 1.9M reactions from patents (1976-2016). The task is: Predict the reactants needed to synthesize the given product. (1) Given the product [NH:10]1[C:5]2=[N:6][CH:7]=[CH:8][CH:9]=[C:4]2[CH:3]=[C:2]1[C:18]([O:20][CH2:21][CH3:22])=[O:19], predict the reactants needed to synthesize it. The reactants are: O[C:2]1([C:18]([O:20][CH2:21][CH3:22])=[O:19])[N:10](C(OC(C)(C)C)=O)[C:5]2=[N:6][CH:7]=[CH:8][CH:9]=[C:4]2[CH2:3]1.C([O-])([O-])=O.[K+].[K+]. (2) The reactants are: CC1(C)[O:6][CH:5]([CH2:7][C:8]2[C:13]([O:14][CH3:15])=[CH:12][CH:11]=[CH:10][C:9]=2[CH2:16][C:17]2[CH:22]=[CH:21][CH:20]=[CH:19][CH:18]=2)CO1.Cl.C(OCC)(=O)C. Given the product [CH3:15][O:14][C:13]1[CH:12]=[CH:11][CH:10]=[C:9]([C:16]2[CH:17]=[CH:22][CH:21]=[CH:20][C:19]=2[CH3:18])[C:8]=1[CH2:7][CH:5]=[O:6], predict the reactants needed to synthesize it. (3) Given the product [CH3:1][N:2]([CH3:19])[CH2:3][CH2:4][N:5]1[C:9]([C:10]2[CH:11]=[C:12]([NH2:16])[CH:13]=[CH:14][CH:15]=2)=[CH:8][N:7]=[CH:6]1, predict the reactants needed to synthesize it. The reactants are: [CH3:1][N:2]([CH3:19])[CH2:3][CH2:4][N:5]1[C:9]([C:10]2[CH:15]=[CH:14][CH:13]=[C:12]([N+:16]([O-])=O)[CH:11]=2)=[CH:8][N:7]=[CH:6]1.[H][H]. (4) Given the product [C:7]1([S:13]([NH2:16])(=[O:14])=[O:15])[C:8]2[C:3](=[CH:2][CH:11]=[CH:10][CH:9]=2)[CH:4]=[CH:5][CH:6]=1, predict the reactants needed to synthesize it. The reactants are: O=[C:2]1[CH2:11][CH2:10][C:9](=O)[C:8]2[C:7]([S:13]([NH2:16])(=[O:15])=[O:14])=[CH:6][CH:5]=[CH:4][C:3]1=2.C1(S(Cl)(=O)=O)C2C(=CC=CC=2)C=CC=1.[OH-].[NH4+].